Dataset: Catalyst prediction with 721,799 reactions and 888 catalyst types from USPTO. Task: Predict which catalyst facilitates the given reaction. (1) Product: [CH3:1][O:2][CH2:3][NH:4][C:5]([C:7]1[CH:8]=[C:9]2[C:14](=[CH:15][CH:16]=1)[N:13]=[CH:12][N:11]=[C:10]2[NH:33][C:30]1[CH:29]=[CH:28][C:27]([S:24]([C:18]2[CH:23]=[CH:22][CH:21]=[CH:20][CH:19]=2)(=[O:26])=[O:25])=[CH:32][CH:31]=1)=[O:6]. Reactant: [CH3:1][O:2][CH2:3][NH:4][C:5]([C:7]1[CH:8]=[C:9]2[C:14](=[CH:15][CH:16]=1)[N:13]=[CH:12][N:11]=[C:10]2Cl)=[O:6].[C:18]1([S:24]([C:27]2[CH:32]=[CH:31][C:30]([NH2:33])=[CH:29][CH:28]=2)(=[O:26])=[O:25])[CH:23]=[CH:22][CH:21]=[CH:20][CH:19]=1.C(=O)([O-])[O-].[Cs+].[Cs+]. The catalyst class is: 584. (2) Reactant: [CH2:1]([N:8]1[C:16]2[C:11](=[CH:12][CH:13]=[C:14]([OH:17])[CH:15]=2)[C:10]([C:18]([NH:20][CH2:21][C:22]2[CH:27]=[CH:26][C:25]([F:28])=[C:24]([F:29])[CH:23]=2)=[O:19])=[C:9]1[CH:30]([CH3:32])[CH3:31])[C:2]1[CH:7]=[CH:6][CH:5]=[CH:4][CH:3]=1.C([O-])([O-])=O.[K+].[K+].Br[C:40]1[S:41][CH:42]=[CH:43][N:44]=1.[OH-].[Na+]. Product: [CH2:1]([N:8]1[C:16]2[C:11](=[CH:12][CH:13]=[C:14]([O:17][C:40]3[S:41][CH:42]=[CH:43][N:44]=3)[CH:15]=2)[C:10]([C:18]([NH:20][CH2:21][C:22]2[CH:27]=[CH:26][C:25]([F:28])=[C:24]([F:29])[CH:23]=2)=[O:19])=[C:9]1[CH:30]([CH3:32])[CH3:31])[C:2]1[CH:7]=[CH:6][CH:5]=[CH:4][CH:3]=1. The catalyst class is: 31.